This data is from Reaction yield outcomes from USPTO patents with 853,638 reactions. The task is: Predict the reaction yield, written as a fraction of the theoretical maximum amount of product (1.0 means a 100% yield; for example, 0.34 means a 34% yield). (1) The reactants are [O:1]1[CH2:3][CH:2]1[C:4]1[CH:5]=[C:6]([CH:9]=[CH:10][CH:11]=1)[C:7]#[N:8].[NH:12]1[CH2:17][CH2:16][O:15][CH2:14][CH2:13]1. No catalyst specified. The product is [OH:1][CH:2]([C:4]1[CH:5]=[C:6]([CH:9]=[CH:10][CH:11]=1)[C:7]#[N:8])[CH2:3][N:12]1[CH2:17][CH2:16][O:15][CH2:14][CH2:13]1. The yield is 0.950. (2) The reactants are CS(O[CH2:6][C:7]1[CH:12]=[CH:11][CH:10]=[C:9]([NH:13][C:14]([O:16][C:17]([CH3:20])([CH3:19])[CH3:18])=[O:15])[N:8]=1)(=O)=O.[NH:21]1[CH2:26][CH2:25][O:24][CH2:23][CH2:22]1.C([O-])([O-])=O.[K+].[K+].C([O-])(O)=O.[Na+]. The catalyst is C(#N)C. The product is [O:24]1[CH2:25][CH2:26][N:21]([CH2:6][C:7]2[N:8]=[C:9]([NH:13][C:14](=[O:15])[O:16][C:17]([CH3:20])([CH3:19])[CH3:18])[CH:10]=[CH:11][CH:12]=2)[CH2:22][CH2:23]1. The yield is 0.830. (3) The reactants are Cl[C:2]1[CH2:6][CH2:5][CH2:4][C:3]=1[CH:7]=O.[SH:9][CH2:10][C:11]([O:13][CH3:14])=[O:12].C(N(CC)CC)C. The catalyst is N1C=CC=CC=1. The product is [S:9]1[C:10]([C:11]([O:13][CH3:14])=[O:12])=[CH:7][C:3]2[CH2:4][CH2:5][CH2:6][C:2]1=2. The yield is 0.780. (4) The reactants are [CH3:1][O:2][CH2:3][C@H:4]1[CH2:9][CH2:8][C@H:7]([OH:10])[CH2:6][CH2:5]1.[H-].[Na+].[N+:13]([C:16]1[CH:23]=[CH:22][CH:21]=[C:20]([N+]([O-])=O)[C:17]=1[C:18]#[N:19])([O-:15])=[O:14].O. The catalyst is C1COCC1. The product is [CH3:1][O:2][CH2:3][C@H:4]1[CH2:9][CH2:8][C@H:7]([O:10][C:20]2[CH:21]=[CH:22][CH:23]=[C:16]([N+:13]([O-:15])=[O:14])[C:17]=2[C:18]#[N:19])[CH2:6][CH2:5]1. The yield is 0.620.